This data is from Forward reaction prediction with 1.9M reactions from USPTO patents (1976-2016). The task is: Predict the product of the given reaction. (1) Given the reactants [CH3:1][O:2][C:3]1[CH:4]=[C:5]([CH2:11][C:12](N(OC)C)=[O:13])[CH:6]=[CH:7][C:8]=1[O:9][CH3:10].[CH2:18]([Mg]Br)[CH2:19][CH3:20], predict the reaction product. The product is: [CH3:1][O:2][C:3]1[CH:4]=[C:5]([CH2:11][C:12](=[O:13])[CH2:18][CH2:19][CH3:20])[CH:6]=[CH:7][C:8]=1[O:9][CH3:10]. (2) The product is: [Cl:20][C:21]1[CH:22]=[C:23]([CH:26]=[CH:27][C:28]=1[O:29][CH3:30])[CH2:24][NH:25][C:2]1[C:11]2[CH2:10][N:9]([C:12](=[O:14])[CH3:13])[CH2:8][CH2:7][C:6]=2[N:5]=[C:4]2[CH:15]=[CH:16][CH:17]=[CH:18][C:3]=12. Given the reactants Cl[C:2]1[C:11]2[CH2:10][N:9]([C:12](=[O:14])[CH3:13])[CH2:8][CH2:7][C:6]=2[N:5]=[C:4]2[CH:15]=[CH:16][CH:17]=[CH:18][C:3]=12.Cl.[Cl:20][C:21]1[CH:22]=[C:23]([CH:26]=[CH:27][C:28]=1[O:29][CH3:30])[CH2:24][NH2:25].[Na+].[I-].C(N(CC)CC)C, predict the reaction product. (3) Given the reactants [CH2:1]1[CH2:5]O[CH2:3][CH2:2]1.C(O)=O.OS(O)(=O)=O, predict the reaction product. The product is: [CH3:3][CH2:2][CH2:1][CH2:5][CH2:3][CH2:2][CH2:1][CH2:5][CH2:3][CH2:2][CH2:1][CH3:5]. (4) Given the reactants [C:1]([C:4](=[C:9](OC)[CH3:10])[C:5]([O:7][CH3:8])=[O:6])(=O)[CH3:2].C(O)(=O)C.[CH:17]([NH2:19])=[NH:18].[CH3:20][C:21]([CH3:24])([O-:23])[CH3:22].[K+:25].Cl, predict the reaction product. The product is: [CH3:20][C:21]([CH3:24])([O-:23])[CH3:22].[K+:25].[CH3:2][C:1]1[C:4]([C:5]([O:7][CH3:8])=[O:6])=[C:9]([CH3:10])[N:19]=[CH:17][N:18]=1.